Predict the reactants needed to synthesize the given product. From a dataset of Full USPTO retrosynthesis dataset with 1.9M reactions from patents (1976-2016). (1) Given the product [CH2:46]([C@@:22]1([OH:21])[C@H:26]([O:27][CH2:28][C:29]2[CH:34]=[CH:33][CH:32]=[CH:31][CH:30]=2)[C@@H:25]([CH2:35][O:36][CH2:37][C:38]2[CH:43]=[CH:42][CH:41]=[CH:40][CH:39]=2)[O:24][C@H:23]1[N:49]1[CH:56]=[CH:55][C:53](=[O:54])[NH:52][C:50]1=[O:51])[CH:47]=[CH2:48], predict the reactants needed to synthesize it. The reactants are: C[Si](C([Si](C)(C)C)C(N)=O)(C)C.C([O:21][C@:22]1([CH2:46][CH:47]=[CH2:48])[C@H:26]([O:27][CH2:28][C:29]2[CH:34]=[CH:33][CH:32]=[CH:31][CH:30]=2)[C@@H:25]([CH2:35][O:36][CH2:37][C:38]2[CH:43]=[CH:42][CH:41]=[CH:40][CH:39]=2)[O:24][C@@H:23]1OC)(=O)C1C=CC=CC=1.[NH:49]1[CH:56]=[CH:55][C:53](=[O:54])[NH:52][C:50]1=[O:51].[Sn](Cl)(Cl)(Cl)Cl.C([O-])(O)=O.[Na+]. (2) Given the product [C:1](/[CH:3]=[CH:4]/[S:5]([C:8]1[CH:9]=[CH:10][C:11]([C:14]([CH3:19])([CH3:18])[C:15]([NH:29][NH:28][C:26]([CH:20]2[CH2:25][CH2:24][CH2:23][CH2:22][CH2:21]2)=[O:27])=[O:17])=[CH:12][CH:13]=1)(=[O:6])=[O:7])#[N:2], predict the reactants needed to synthesize it. The reactants are: [C:1](/[CH:3]=[CH:4]/[S:5]([C:8]1[CH:13]=[CH:12][C:11]([C:14]([CH3:19])([CH3:18])[C:15]([OH:17])=O)=[CH:10][CH:9]=1)(=[O:7])=[O:6])#[N:2].[CH:20]1([C:26]([NH:28][NH2:29])=[O:27])[CH2:25][CH2:24][CH2:23][CH2:22][CH2:21]1.Cl.CN(C)CCCN=C=NCC.ON1C2C=CC=CC=2N=N1. (3) Given the product [CH2:30]([NH:34][C:26]([CH:15]1[C:16]2[NH:17][C:18]3[C:23](=[CH:22][CH:21]=[CH:20][CH:19]=3)[C:24]=2[CH2:25][C@H:13]([C:10]2[NH:11][CH:12]=[C:8]([C:5]3[CH:6]=[CH:7][C:2]([F:1])=[CH:3][CH:4]=3)[N:9]=2)[NH:14]1)=[O:27])[CH2:31][CH2:32][CH3:33], predict the reactants needed to synthesize it. The reactants are: [F:1][C:2]1[CH:7]=[CH:6][C:5]([C:8]2[N:9]=[C:10]([C@H:13]3[CH2:25][C:24]4[C:23]5[C:18](=[CH:19][CH:20]=[CH:21][CH:22]=5)[NH:17][C:16]=4[CH:15]([C:26](OC)=[O:27])[NH:14]3)[NH:11][CH:12]=2)=[CH:4][CH:3]=1.[CH2:30]([NH2:34])[CH2:31][CH2:32][CH3:33]. (4) Given the product [NH2:24][C:16]1[CH:15]=[C:14]([N:6]([CH2:5][CH2:4][CH2:3][N:2]([CH3:27])[CH3:1])[C:7](=[O:13])[O:8][C:9]([CH3:10])([CH3:11])[CH3:12])[CH:19]=[C:18]([C:20]([F:23])([F:22])[F:21])[CH:17]=1, predict the reactants needed to synthesize it. The reactants are: [CH3:1][N:2]([CH3:27])[CH2:3][CH2:4][CH2:5][N:6]([C:14]1[CH:19]=[C:18]([C:20]([F:23])([F:22])[F:21])[CH:17]=[C:16]([N+:24]([O-])=O)[CH:15]=1)[C:7](=[O:13])[O:8][C:9]([CH3:12])([CH3:11])[CH3:10]. (5) The reactants are: C(Cl)(C)=O.[NH2:5][C:6]1[NH:10][N:9]=[C:8]([NH:11][C:12]2[CH:17]=[C:16]([C:18]([F:21])([F:20])[F:19])[C:15]([C:22]3[CH:27]=[CH:26][C:25]([S:28]([N:31]4[CH2:36][CH2:35][N:34](C(OC(C)(C)C)=O)[CH2:33][CH2:32]4)(=[O:30])=[O:29])=[CH:24][CH:23]=3)=[C:14]([Cl:44])[CH:13]=2)[N:7]=1. Given the product [Cl:44][C:14]1[CH:13]=[C:12]([NH:11][C:8]2[N:7]=[C:6]([NH2:5])[NH:10][N:9]=2)[CH:17]=[C:16]([C:18]([F:21])([F:19])[F:20])[C:15]=1[C:22]1[CH:27]=[CH:26][C:25]([S:28]([N:31]2[CH2:32][CH2:33][NH:34][CH2:35][CH2:36]2)(=[O:29])=[O:30])=[CH:24][CH:23]=1, predict the reactants needed to synthesize it. (6) Given the product [CH:23]1([N:29]2[C:2]3[C:3](=[CH:4][CH:5]=[C:6]([F:8])[CH:7]=3)[C:9]([CH2:10][CH3:11])=[N:30]2)[CH2:28][CH2:27][CH2:26][CH2:25][CH2:24]1, predict the reactants needed to synthesize it. The reactants are: F[C:2]1[CH:7]=[C:6]([F:8])[CH:5]=[CH:4][C:3]=1[C:9](=O)[CH2:10][CH3:11].C([O-])(=O)C.[Na+].S(O)(=O)(=O)C.[CH:23]1([NH:29][NH2:30])[CH2:28][CH2:27][CH2:26][CH2:25][CH2:24]1.Cl. (7) Given the product [CH3:51][S:52]([O:26][CH2:25][CH2:24][O:23][C:22]1[CH:27]=[CH:28][C:19]([CH2:18][N:14]2[C:15]3[C:11](=[CH:10][C:9]([O:8][CH2:1][C:2]4[CH:3]=[CH:4][CH:5]=[CH:6][CH:7]=4)=[CH:17][CH:16]=3)[C:12]([CH3:43])=[C:13]2[C:29]2[CH:30]=[CH:31][C:32]([O:35][CH2:36][C:37]3[CH:42]=[CH:41][CH:40]=[CH:39][CH:38]=3)=[CH:33][CH:34]=2)=[CH:20][CH:21]=1)(=[O:54])=[O:53], predict the reactants needed to synthesize it. The reactants are: [CH2:1]([O:8][C:9]1[CH:10]=[C:11]2[C:15](=[CH:16][CH:17]=1)[N:14]([CH2:18][C:19]1[CH:28]=[CH:27][C:22]([O:23][CH2:24][CH2:25][OH:26])=[CH:21][CH:20]=1)[C:13]([C:29]1[CH:34]=[CH:33][C:32]([O:35][CH2:36][C:37]3[CH:42]=[CH:41][CH:40]=[CH:39][CH:38]=3)=[CH:31][CH:30]=1)=[C:12]2[CH3:43])[C:2]1[CH:7]=[CH:6][CH:5]=[CH:4][CH:3]=1.C(N(CC)CC)C.[CH3:51][S:52](Cl)(=[O:54])=[O:53]. (8) Given the product [Cl:25][C:26]1[CH:27]=[C:28]([N:32]2[C:2]3[C:3](=[CH:14][CH:15]=[C:16]([OH:18])[CH:17]=3)[C:4]([C:6]3[CH:11]=[CH:10][C:9]([OH:12])=[CH:8][C:7]=3[OH:13])=[N:33]2)[CH:29]=[CH:30][CH:31]=1, predict the reactants needed to synthesize it. The reactants are: O[C:2]1[CH:17]=[C:16]([OH:18])[CH:15]=[CH:14][C:3]=1[C:4]([C:6]1[CH:11]=[CH:10][C:9]([OH:12])=[CH:8][C:7]=1[OH:13])=O.C([O-])(=O)C.[Na+].Cl.[Cl:25][C:26]1[CH:27]=[C:28]([NH:32][NH2:33])[CH:29]=[CH:30][CH:31]=1.